Predict the reaction yield, written as a fraction of the theoretical maximum amount of product (1.0 means a 100% yield; for example, 0.34 means a 34% yield). From a dataset of Reaction yield outcomes from USPTO patents with 853,638 reactions. The reactants are [CH3:1][O:2][C:3](=[O:15])[C:4]1[C:5](=[C:10]([OH:14])[CH:11]=[CH:12][CH:13]=1)[C:6]([O:8][CH3:9])=[O:7].[Cl:16][C:17]1[CH:18]=[C:19]([CH2:24]O)[CH:20]=[C:21]([Cl:23])[CH:22]=1.C1(P(C2C=CC=CC=2)C2C=CC=CC=2)C=CC=CC=1.N(C(OC(C)C)=O)=NC(OC(C)C)=O. The catalyst is C1COCC1. The product is [CH3:1][O:2][C:3](=[O:15])[C:4]1[C:5](=[C:10]([O:14][CH2:24][C:19]2[CH:18]=[C:17]([Cl:16])[CH:22]=[C:21]([Cl:23])[CH:20]=2)[CH:11]=[CH:12][CH:13]=1)[C:6]([O:8][CH3:9])=[O:7]. The yield is 0.480.